This data is from Reaction yield outcomes from USPTO patents with 853,638 reactions. The task is: Predict the reaction yield, written as a fraction of the theoretical maximum amount of product (1.0 means a 100% yield; for example, 0.34 means a 34% yield). (1) The reactants are [CH3:1][C:2]([CH3:22])([CH3:21])[C:3](=[O:20])[CH2:4][NH:5][C:6]1[N:10]([C:11]2[CH:16]=[CH:15][CH:14]=[CH:13][CH:12]=2)[N:9]=[C:8]([C:17]([OH:19])=[O:18])[CH:7]=1.[CH3:23][Mg+].[Br-].O.Cl. The catalyst is C1COCC1.CCOC(C)=O. The product is [OH:20][C:3]([CH3:23])([C:2]([CH3:22])([CH3:21])[CH3:1])[CH2:4][NH:5][C:6]1[N:10]([C:11]2[CH:12]=[CH:13][CH:14]=[CH:15][CH:16]=2)[N:9]=[C:8]([C:17]([OH:19])=[O:18])[CH:7]=1. The yield is 0.510. (2) The reactants are [CH3:1][O:2][C:3](=[O:14])[C:4]1[C:5](=[CH:7][CH:8]=[C:9]([C:11](=[O:13])[CH3:12])[CH:10]=1)[OH:6].[CH2:15](Br)[C:16]1[CH:21]=[CH:20][CH:19]=[CH:18][CH:17]=1.C(=O)([O-])[O-].[K+].[K+]. The yield is 0.714. The product is [CH3:1][O:2][C:3](=[O:14])[C:4]1[CH:10]=[C:9]([C:11](=[O:13])[CH3:12])[CH:8]=[CH:7][C:5]=1[O:6][CH2:15][C:16]1[CH:21]=[CH:20][CH:19]=[CH:18][CH:17]=1. The catalyst is C(C(C)=O)C.